Predict the reaction yield, written as a fraction of the theoretical maximum amount of product (1.0 means a 100% yield; for example, 0.34 means a 34% yield). From a dataset of Reaction yield outcomes from USPTO patents with 853,638 reactions. (1) The reactants are C([O:3][C:4]([CH:6]1[CH2:11][CH2:10][N:9]([C:12]2[N:13]=[N:14][C:15]([CH2:20][C:21]3[CH:26]=[CH:25][CH:24]=[CH:23][CH:22]=3)=[C:16]([CH3:19])[C:17]=2[CH3:18])[CH2:8][CH2:7]1)=[O:5])C.[OH-].[Na+]. The catalyst is CCO.O. The product is [CH2:20]([C:15]1[N:14]=[N:13][C:12]([N:9]2[CH2:10][CH2:11][CH:6]([C:4]([OH:5])=[O:3])[CH2:7][CH2:8]2)=[C:17]([CH3:18])[C:16]=1[CH3:19])[C:21]1[CH:26]=[CH:25][CH:24]=[CH:23][CH:22]=1. The yield is 0.830. (2) The reactants are [C:1]([O:5][C:6]([NH:8][CH:9]1[CH2:15][CH2:14][C:13]2[CH:16]=[CH:17][CH:18]=[CH:19][C:12]=2[CH2:11][CH:10]1[OH:20])=[O:7])([CH3:4])([CH3:3])[CH3:2].CC(OI1(OC(C)=O)(OC(C)=O)OC(=O)C2C=CC=CC1=2)=O.O.O.O.O.O.S([O-])([O-])(=O)=S.[Na+].[Na+].C(=O)([O-])O.[Na+]. The catalyst is ClCCl.C(OCC)(=O)C. The product is [C:1]([O:5][C:6]([NH:8][CH:9]1[CH2:15][CH2:14][C:13]2[CH:16]=[CH:17][CH:18]=[CH:19][C:12]=2[CH2:11][C:10]1=[O:20])=[O:7])([CH3:4])([CH3:2])[CH3:3]. The yield is 0.770. (3) The reactants are [S:1]1[CH:5]=[C:4]([CH:6]([NH:10][C:11]2[CH:16]=[CH:15][CH:14]=[CH:13][C:12]=2[CH2:17][CH3:18])[C:7]([OH:9])=[O:8])[C:3]2[CH:19]=[CH:20][CH:21]=[CH:22][C:2]1=2.C1C=CC2N(O)N=NC=2C=1.C1CCC(N=C=NC2CCCCC2)CC1.[N:48]12[CH2:55][CH2:54][CH:51]([CH2:52][CH2:53]1)[C@@H:50](O)[CH2:49]2. The catalyst is C1COCC1. The product is [S:1]1[CH:5]=[C:4]([CH:6]([NH:10][C:11]2[CH:16]=[CH:15][CH:14]=[CH:13][C:12]=2[CH2:17][CH3:18])[C:7]([O:9][C@@H:50]2[CH:51]3[CH2:54][CH2:55][N:48]([CH2:53][CH2:52]3)[CH2:49]2)=[O:8])[C:3]2[CH:19]=[CH:20][CH:21]=[CH:22][C:2]1=2. The yield is 0.0730. (4) The reactants are [Cl:1][C:2]1[N:6]2[CH:7]=[C:8]([C:15]3[CH:19]=[CH:18][O:17][CH:16]=3)[CH:9]=[C:10]([C:11]([F:14])([F:13])[F:12])[C:5]2=[N:4][C:3]=1[C:20]([N:22]1[CH2:26][CH2:25][CH:24]([C:27]2[CH:32]=[CH:31][CH:30]=[C:29]([F:33])[CH:28]=2)[CH2:23]1)=O.COC1C=CC(P2(SP(C3C=CC(OC)=CC=3)(=S)S2)=[S:43])=CC=1. The catalyst is C1COCC1. The product is [Cl:1][C:2]1[N:6]2[CH:7]=[C:8]([C:15]3[CH:19]=[CH:18][O:17][CH:16]=3)[CH:9]=[C:10]([C:11]([F:14])([F:13])[F:12])[C:5]2=[N:4][C:3]=1[C:20]([N:22]1[CH2:26][CH2:25][CH:24]([C:27]2[CH:32]=[CH:31][CH:30]=[C:29]([F:33])[CH:28]=2)[CH2:23]1)=[S:43]. The yield is 0.740. (5) The reactants are [F:1][C@:2]1([CH3:19])[C@H:6]([OH:7])[C@@:5]([F:10])([CH2:8][OH:9])[O:4][C@H:3]1[N:11]1[CH:16]=[CH:15][C:14](=[O:17])[NH:13][C:12]1=[O:18].C([Mg]Cl)(C)(C)C.Cl[C:27]1[CH:36]=[CH:35][C:34]2[C:29](=[CH:30][CH:31]=[CH:32][CH:33]=2)[C:28]=1[O:37][P:38](=[N:40][C@@H:41]([CH3:48])[C:42]([O:44][CH:45]([CH3:47])[CH3:46])=[O:43])=[O:39].CO. The catalyst is C1COCC1. The product is [CH:45]([O:44][C:42](=[O:43])[C@@H:41]([N:40]=[P:38]([O:37][C:28]1[C:29]2[C:34](=[CH:33][CH:32]=[CH:31][CH:30]=2)[CH:35]=[CH:36][C:27]=1[O:9][CH2:8][C@:5]1([F:10])[C@@H:6]([OH:7])[C@:2]([F:1])([CH3:19])[C@H:3]([N:11]2[CH:16]=[CH:15][C:14](=[O:17])[NH:13][C:12]2=[O:18])[O:4]1)=[O:39])[CH3:48])([CH3:46])[CH3:47]. The yield is 0.620. (6) The reactants are CSCS(C)=O.[CH2:7]([O:14][C:15]1[CH:22]=[CH:21][C:20]([O:23][CH2:24][CH3:25])=[CH:19][C:16]=1[CH:17]=O)[C:8]1[CH:13]=[CH:12][CH:11]=[CH:10][CH:9]=1.CO.[C:28]([O:31][CH2:32]C)(=[O:30])C. The catalyst is [OH-].[Na+]. The product is [CH2:7]([O:14][C:15]1[CH:22]=[CH:21][C:20]([O:23][CH2:24][CH3:25])=[CH:19][C:16]=1[CH2:17][C:28]([O:31][CH3:32])=[O:30])[C:8]1[CH:13]=[CH:12][CH:11]=[CH:10][CH:9]=1. The yield is 0.690. (7) The reactants are [CH2:1]([O:4][N:5]([C:16]([CH3:19])([CH3:18])[CH3:17])[C:6]([CH3:15])([CH3:14])[C:7]([NH:9][C:10]([CH3:13])([CH3:12])[CH3:11])=[O:8])[CH:2]=[CH2:3].[C:20](N(C(C)(C)C(NC(C)(C)C)=O)O)(C)(C)[CH3:21].BrCC=CC=C. No catalyst specified. The product is [CH2:1]([O:4][N:5]([C:16]([CH3:19])([CH3:18])[CH3:17])[C:6]([CH3:15])([CH3:14])[C:7]([NH:9][C:10]([CH3:13])([CH3:12])[CH3:11])=[O:8])[CH:2]=[CH:3][CH:20]=[CH2:21]. The yield is 0.800. (8) The product is [C:1]([C:4]1[N:9]=[C:8]([C:10]([O:12][CH3:13])=[O:11])[C:7]([O:14][CH3:15])=[C:6]([N:16]([C:17]([O:19][C:20]([CH3:23])([CH3:22])[CH3:21])=[O:18])[C:17]([O:19][C:20]([CH3:23])([CH3:22])[CH3:21])=[O:18])[CH:5]=1)(=[O:3])[CH3:2]. The reactants are [C:1]([C:4]1[N:9]=[C:8]([C:10]([O:12][CH3:13])=[O:11])[C:7]([O:14][CH3:15])=[C:6]([NH2:16])[CH:5]=1)(=[O:3])[CH3:2].[C:17](O[C:17]([O:19][C:20]([CH3:23])([CH3:22])[CH3:21])=[O:18])([O:19][C:20]([CH3:23])([CH3:22])[CH3:21])=[O:18]. The catalyst is ClCCCl.CN(C)C1C=CN=CC=1. The yield is 0.880.